Dataset: Full USPTO retrosynthesis dataset with 1.9M reactions from patents (1976-2016). Task: Predict the reactants needed to synthesize the given product. (1) Given the product [CH3:16][N:17]([CH3:19])[CH:18]=[CH:2][C:1]([C:4]1[S:8][C:7](=[O:9])[NH:6][C:5]=1[CH3:10])=[O:3], predict the reactants needed to synthesize it. The reactants are: [C:1]([C:4]1[S:8][C:7](=[O:9])[NH:6][C:5]=1[CH3:10])(=[O:3])[CH3:2].C(O[CH:16](N(C)C)[N:17]([CH3:19])[CH3:18])(C)(C)C. (2) Given the product [Cl:1][C:2]1[CH:7]=[C:6]([Cl:8])[CH:5]=[CH:4][C:3]=1[C:9](=[O:19])[C:10]([C:12]1[CH:17]=[CH:16][N:15]=[CH:14][CH:13]=1)=[O:11], predict the reactants needed to synthesize it. The reactants are: [Cl:1][C:2]1[CH:7]=[C:6]([Cl:8])[CH:5]=[CH:4][C:3]=1[CH2:9][C:10]([C:12]1[CH:17]=[CH:16][N:15]=[CH:14][CH:13]=1)=[O:11].[Se](=O)=[O:19]. (3) Given the product [C:1]([O:4][C:5]1[CH:10]=[C:9]([C:46]2[CH:45]=[CH:44][CH:43]=[C:42]([OH:41])[CH:47]=2)[CH:8]=[CH:7][C:6]=1[C@@H:12]1[C@@H:15]([CH2:16][CH2:17][C@H:18]([O:26][Si:27]([C:30]([CH3:33])([CH3:32])[CH3:31])([CH3:29])[CH3:28])[C:19]2[CH:24]=[CH:23][C:22]([F:25])=[CH:21][CH:20]=2)[C:14](=[O:34])[N:13]1[C:35]1[CH:40]=[CH:39][CH:38]=[CH:37][CH:36]=1)(=[O:3])[CH3:2], predict the reactants needed to synthesize it. The reactants are: [C:1]([O:4][C:5]1[CH:10]=[C:9](Br)[CH:8]=[CH:7][C:6]=1[C@@H:12]1[C@@H:15]([CH2:16][CH2:17][C@H:18]([O:26][Si:27]([C:30]([CH3:33])([CH3:32])[CH3:31])([CH3:29])[CH3:28])[C:19]2[CH:24]=[CH:23][C:22]([F:25])=[CH:21][CH:20]=2)[C:14](=[O:34])[N:13]1[C:35]1[CH:40]=[CH:39][CH:38]=[CH:37][CH:36]=1)(=[O:3])[CH3:2].[OH:41][C:42]1[CH:43]=[C:44](B(O)O)[CH:45]=[CH:46][CH:47]=1.C(=O)([O-])[O-].[K+].[K+]. (4) Given the product [CH3:1][O:2][C:3]1[CH:4]=[C:5]([CH:6]=[CH:7][CH:8]=1)[O:9][C:11]1[C:20]2[C:15](=[CH:16][CH:17]=[CH:18][CH:19]=2)[CH:14]=[C:13]([NH:21][C:22]2[CH:26]=[C:25]([CH3:27])[NH:24][N:23]=2)[N:12]=1, predict the reactants needed to synthesize it. The reactants are: [CH3:1][O:2][C:3]1[CH:4]=[C:5]([OH:9])[CH:6]=[CH:7][CH:8]=1.Cl[C:11]1[C:20]2[C:15](=[CH:16][CH:17]=[CH:18][CH:19]=2)[CH:14]=[C:13]([NH:21][C:22]2[CH:26]=[C:25]([CH3:27])[NH:24][N:23]=2)[N:12]=1. (5) Given the product [Cl:35][C:22]1[CH:21]=[C:20]([C:15]2([C:16]([O:18][CH3:19])=[O:17])[CH2:14][CH2:13][CH2:12]2)[CH:25]=[CH:24][C:23]=1[B:26]1[O:30][C:29]([CH3:32])([CH3:31])[C:28]([CH3:34])([CH3:33])[O:27]1, predict the reactants needed to synthesize it. The reactants are: C[Si]([N-][Si](C)(C)C)(C)C.[Li+].Br[CH2:12][CH2:13][CH2:14][CH:15]([C:20]1[CH:25]=[CH:24][C:23]([B:26]2[O:30][C:29]([CH3:32])([CH3:31])[C:28]([CH3:34])([CH3:33])[O:27]2)=[C:22]([Cl:35])[CH:21]=1)[C:16]([O:18][CH3:19])=[O:17]. (6) The reactants are: C[O:2][C:3]1[CH:12]=[C:11]2[C:6]([C:7]([C:13]3[C:17]([C:18]4[CH:23]=[CH:22][CH:21]=[CH:20][N:19]=4)=[N:16][N:15]4[CH2:24][CH2:25][CH2:26][C:14]=34)=[CH:8][CH:9]=[N:10]2)=[CH:5][CH:4]=1.C([S-])C.[Na+]. Given the product [N:19]1[CH:20]=[CH:21][CH:22]=[CH:23][C:18]=1[C:17]1[C:13]([C:7]2[C:6]3[C:11](=[CH:12][C:3]([OH:2])=[CH:4][CH:5]=3)[N:10]=[CH:9][CH:8]=2)=[C:14]2[CH2:26][CH2:25][CH2:24][N:15]2[N:16]=1, predict the reactants needed to synthesize it.